From a dataset of Full USPTO retrosynthesis dataset with 1.9M reactions from patents (1976-2016). Predict the reactants needed to synthesize the given product. (1) Given the product [F:1][C:2]1[CH:3]=[CH:4][C:5]([C:8]2[O:9][CH:10]=[C:11]([CH2:13][CH2:14][NH:15][C:26](=[O:27])[C:25]3[CH:29]=[CH:30][CH:31]=[C:23]([C:20]4[N:19]=[C:18]([C:17]([F:33])([F:32])[F:16])[O:22][N:21]=4)[CH:24]=3)[N:12]=2)=[CH:6][CH:7]=1, predict the reactants needed to synthesize it. The reactants are: [F:1][C:2]1[CH:7]=[CH:6][C:5]([C:8]2[O:9][CH:10]=[C:11]([CH2:13][CH2:14][NH2:15])[N:12]=2)=[CH:4][CH:3]=1.[F:16][C:17]([F:33])([F:32])[C:18]1[O:22][N:21]=[C:20]([C:23]2[CH:24]=[C:25]([CH:29]=[CH:30][CH:31]=2)[C:26](O)=[O:27])[N:19]=1. (2) Given the product [C:21]([O:20][C:17](=[O:19])[CH2:18][C:3]([C:4]1[CH:9]=[CH:8][CH:7]=[C:6]([C:10]2[N:11]=[CH:12][O:13][C:14]=2[CH3:15])[CH:5]=1)=[O:16])([CH3:24])([CH3:23])[CH3:22], predict the reactants needed to synthesize it. The reactants are: CO[C:3](=[O:16])[C:4]1[CH:9]=[CH:8][CH:7]=[C:6]([C:10]2[N:11]=[CH:12][O:13][C:14]=2[CH3:15])[CH:5]=1.[C:17]([O:20][C:21]([CH3:24])([CH3:23])[CH3:22])(=[O:19])[CH3:18].[Li].